Dataset: Full USPTO retrosynthesis dataset with 1.9M reactions from patents (1976-2016). Task: Predict the reactants needed to synthesize the given product. (1) Given the product [CH3:11][CH:12]([CH3:33])[CH2:13][C:14]1[CH:15]=[CH:16][C:17]([C:20]2[O:24][N:23]=[C:22]([C:25]3[CH:30]=[CH:29][C:28]([CH:31]=[O:32])=[CH:27][CH:26]=3)[N:21]=2)=[CH:18][CH:19]=1, predict the reactants needed to synthesize it. The reactants are: C(Cl)(=O)C(Cl)=O.CS(C)=O.[CH3:11][CH:12]([CH3:33])[CH2:13][C:14]1[CH:19]=[CH:18][C:17]([C:20]2[O:24][N:23]=[C:22]([C:25]3[CH:30]=[CH:29][C:28]([CH2:31][OH:32])=[CH:27][CH:26]=3)[N:21]=2)=[CH:16][CH:15]=1.C(N(CC)C(C)C)(C)C. (2) Given the product [Br:1][C:2]1[CH:3]=[C:4]([O:9][CH2:10][CH2:11][N:6]2[CH2:7][CH2:17][O:20][CH2:4][CH2:5]2)[C:5]([N:23]2[CH2:28][CH2:27][O:26][CH2:25][CH2:24]2)=[N:6][CH:7]=1, predict the reactants needed to synthesize it. The reactants are: [Br:1][C:2]1[CH:3]=[C:4]([O:9][CH2:10][CH2:11]CS([O-])(=O)=O)[C:5](Cl)=[N:6][CH:7]=1.[C:17]([O-:20])([O-])=O.[Na+].[Na+].[NH:23]1[CH2:28][CH2:27][O:26][CH2:25][CH2:24]1. (3) Given the product [C:39]([O:42][CH2:43][O:1][C:2]1[C:3]([C:10](=[O:11])[NH:12][C@H:13]2[CH2:21][CH2:20][CH2:19][C@H:18]([O:22][CH2:23][CH2:24][CH3:25])[C@@H:17]([CH2:26][CH2:27][CH:28]([CH3:30])[CH3:29])[C@H:16]([CH3:31])[O:15][C:14]2=[O:32])=[N:4][CH:5]=[CH:6][C:7]=1[O:8][CH3:9])(=[O:41])[CH3:40], predict the reactants needed to synthesize it. The reactants are: [OH:1][C:2]1[C:3]([C:10]([NH:12][C@H:13]2[CH2:21][CH2:20][CH2:19][C@H:18]([O:22][CH2:23][CH2:24][CH3:25])[C@@H:17]([CH2:26][CH2:27][CH:28]([CH3:30])[CH3:29])[C@H:16]([CH3:31])[O:15][C:14]2=[O:32])=[O:11])=[N:4][CH:5]=[CH:6][C:7]=1[O:8][CH3:9].C([O-])([O-])=O.[K+].[K+].[C:39]([O:42][CH2:43]Br)(=[O:41])[CH3:40]. (4) Given the product [CH3:1][O:2][C:3]1[CH:42]=[C:41]([O:43][CH3:44])[CH:40]=[CH:39][C:4]=1[CH2:5][NH:6][C:7]([CH:9]1[N:20]([C:21]2([CH2:26][OH:27])[CH2:22][CH2:23][CH2:24][CH2:25]2)[C:13]2[N:14]=[C:15]([S:18][CH3:19])[N:16]=[CH:17][C:12]=2[C:11](=[O:38])[CH2:10]1)=[O:8], predict the reactants needed to synthesize it. The reactants are: [CH3:1][O:2][C:3]1[CH:42]=[C:41]([O:43][CH3:44])[CH:40]=[CH:39][C:4]=1[CH2:5][NH:6][C:7]([CH:9]1[N:20]([C:21]2([CH2:26][O:27][Si](C(C)C)(C(C)C)C(C)C)[CH2:25][CH2:24][CH2:23][CH2:22]2)[C:13]2[N:14]=[C:15]([S:18][CH3:19])[N:16]=[CH:17][C:12]=2[C:11](=[O:38])[CH2:10]1)=[O:8].[F-].C([N+](CCCC)(CCCC)CCCC)CCC. (5) Given the product [F:1][C:2]1[CH:7]=[CH:6][C:5]([O:8][CH3:9])=[CH:4][C:3]=1[C:10]1[N:11]=[CH:12][C:13]([CH2:19][OH:20])=[N:14][C:15]=1[CH:16]([CH3:17])[CH3:18], predict the reactants needed to synthesize it. The reactants are: [F:1][C:2]1[CH:7]=[CH:6][C:5]([O:8][CH3:9])=[CH:4][C:3]=1[C:10]1[N:11]=[CH:12][C:13]([C:19](OC)=[O:20])=[N:14][C:15]=1[CH:16]([CH3:18])[CH3:17].[H-].[H-].[H-].[H-].[Li+].[Al+3].